Dataset: Forward reaction prediction with 1.9M reactions from USPTO patents (1976-2016). Task: Predict the product of the given reaction. (1) Given the reactants [CH3:1][CH:2]1[CH2:7][CH2:6][N:5]([C:8]([C:10]2[N:11]=[C:12]([C:35]([NH:37][NH:38][C:39](=[O:43])[C:40]([NH2:42])=[O:41])=O)[S:13][C:14]=2[C:15]2[C:24]3[C:19](=[CH:20][CH:21]=[CH:22][CH:23]=3)[C:18]([S:25](=[O:34])(=[O:33])[NH:26][C@@H:27]([CH3:32])[C:28]([F:31])([F:30])[F:29])=[CH:17][CH:16]=2)=[O:9])[CH2:4][CH2:3]1.CC1C=CC(S(Cl)(=O)=O)=CC=1.O, predict the reaction product. The product is: [CH3:1][CH:2]1[CH2:3][CH2:4][N:5]([C:8]([C:10]2[N:11]=[C:12]([C:35]3[O:43][C:39]([C:40]([NH2:42])=[O:41])=[N:38][N:37]=3)[S:13][C:14]=2[C:15]2[C:24]3[C:19](=[CH:20][CH:21]=[CH:22][CH:23]=3)[C:18]([S:25](=[O:33])(=[O:34])[NH:26][C@@H:27]([CH3:32])[C:28]([F:30])([F:29])[F:31])=[CH:17][CH:16]=2)=[O:9])[CH2:6][CH2:7]1. (2) Given the reactants [CH2:1]([N:3]1[CH2:7][CH2:6][CH2:5][CH:4]1[CH2:8][O:9][C:10]1[CH:11]=[C:12]2[C:17](=[CH:18][CH:19]=1)[CH:16]=[C:15]([C:20]1[C:28]3[C:23](=[CH:24][CH:25]=[C:26](C#N)[CH:27]=3)[N:22](C3CCCCO3)[N:21]=1)[CH:14]=[CH:13]2)[CH3:2].[OH-].[K+].F[P-](F)(F)(F)(F)F.N1([O:55][C:56](N(C)C)=[N+](C)C)C2C=CC=CC=2N=N1.O.ON1C2C=CC=CC=2N=N1.C(N(CC)CC)C.[CH2:81]([NH2:86])[C:82]([CH3:85])([CH3:84])[CH3:83], predict the reaction product. The product is: [CH3:83][C:82]([CH3:85])([CH3:84])[CH2:81][NH:86][C:56]([C:26]1[CH:27]=[C:28]2[C:23](=[CH:24][CH:25]=1)[NH:22][N:21]=[C:20]2[C:15]1[CH:14]=[CH:13][C:12]2[C:17](=[CH:18][CH:19]=[C:10]([O:9][CH2:8][CH:4]3[CH2:5][CH2:6][CH2:7][N:3]3[CH2:1][CH3:2])[CH:11]=2)[CH:16]=1)=[O:55]. (3) Given the reactants [Br:1][C:2]1[CH:7]=[CH:6][C:5]([OH:8])=[C:4](I)[CH:3]=1.[CH2:10]([OH:15])[CH2:11][CH2:12][C:13]#[CH:14], predict the reaction product. The product is: [Br:1][C:2]1[CH:7]=[CH:6][C:5]2[O:8][C:13]([CH2:12][CH2:11][CH2:10][OH:15])=[CH:14][C:4]=2[CH:3]=1.